Dataset: Full USPTO retrosynthesis dataset with 1.9M reactions from patents (1976-2016). Task: Predict the reactants needed to synthesize the given product. The reactants are: [CH3:1][CH:2]([CH3:31])[CH2:3][C@H:4]([NH:23]C(=O)OC(C)(C)C)[C:5](=[O:22])[NH:6][C:7]1[CH:8]=[CH:9][C:10]2[C:20]3[C:15](=[CH:16][N:17]=[CH:18][CH:19]=3)[C:14](=[O:21])[O:13][C:11]=2[CH:12]=1.Cl. Given the product [NH2:23][C@@H:4]([CH2:3][CH:2]([CH3:31])[CH3:1])[C:5]([NH:6][C:7]1[CH:8]=[CH:9][C:10]2[C:20]3[C:15](=[CH:16][N:17]=[CH:18][CH:19]=3)[C:14](=[O:21])[O:13][C:11]=2[CH:12]=1)=[O:22], predict the reactants needed to synthesize it.